Dataset: Forward reaction prediction with 1.9M reactions from USPTO patents (1976-2016). Task: Predict the product of the given reaction. (1) The product is: [C:47]1([C:45]2[CH:46]=[C:41]([C:39]([NH:38][C:27]3[CH:26]=[C:25]([C:17]4[NH:16][CH:20]=[CH:19][CH:18]=4)[CH:37]=[CH:36][C:28]=3[C:29]([OH:31])=[O:30])=[O:40])[CH:42]=[N:43][CH:44]=2)[CH:48]=[CH:49][CH:50]=[CH:51][CH:52]=1. Given the reactants P([O-])([O-])([O-])=O.[K+].[K+].[K+].C(OC([N:16]1[CH:20]=[CH:19][CH:18]=[C:17]1B(O)O)=O)(C)(C)C.Br[C:25]1[CH:37]=[CH:36][C:28]([C:29]([O:31]C(C)(C)C)=[O:30])=[C:27]([NH:38][C:39]([C:41]2[CH:42]=[N:43][CH:44]=[C:45]([C:47]3[CH:52]=[CH:51][CH:50]=[CH:49][CH:48]=3)[CH:46]=2)=[O:40])[CH:26]=1.C(O)(=O)CC(CC(O)=O)(C(O)=O)O, predict the reaction product. (2) Given the reactants [CH3:1][C:2]1[CH:3]=[CH:4][CH:5]=[C:6]2[C:10]=1[NH:9][CH2:8][CH2:7]2.[C:11](OC(=O)C)(=[O:13])[CH3:12], predict the reaction product. The product is: [C:11]([N:9]1[C:10]2[C:6](=[CH:5][CH:4]=[CH:3][C:2]=2[CH3:1])[CH2:7][CH2:8]1)(=[O:13])[CH3:12]. (3) Given the reactants [F:1][C:2]1[CH:11]=[CH:10][CH:9]=[CH:8][C:3]=1[C:4](=O)[CH2:5]Br.[CH3:12][O:13][C:14]1[CH:15]=[C:16]([NH:26][C:27]([NH2:29])=[S:28])[CH:17]=[CH:18][C:19]=1[N:20]1[CH:24]=[C:23]([CH3:25])[N:22]=[CH:21]1, predict the reaction product. The product is: [F:1][C:2]1[CH:11]=[CH:10][CH:9]=[CH:8][C:3]=1[C:4]1[N:29]=[C:27]([NH:26][C:16]2[CH:17]=[CH:18][C:19]([N:20]3[CH:24]=[C:23]([CH3:25])[N:22]=[CH:21]3)=[C:14]([O:13][CH3:12])[CH:15]=2)[S:28][CH:5]=1. (4) Given the reactants [CH3:1][O:2][C:3](=[O:16])[CH2:4][O:5][C:6]1[CH:11]=[CH:10][CH:9]=[CH:8][C:7]=1[C:12](=O)[CH2:13][CH3:14].C[O-].[Na+].Cl, predict the reaction product. The product is: [CH3:1][O:2][C:3]([C:4]1[O:5][C:6]2[CH:11]=[CH:10][CH:9]=[CH:8][C:7]=2[C:12]=1[CH2:13][CH3:14])=[O:16]. (5) Given the reactants P([O-])(O)(O)=O.[K+].P([O-])([O-])(O)=O.[K+].[K+].C1C=[N+]([C@@H]2O[C@H](COP(OP(OC[C@H]3O[C@@H](N4C5N=CN=C(N)C=5N=C4)[C@H](O)[C@@H]3O)(O)=O)(O)=O)[C@@H](O)[C@H]2O)C=C(C(N)=O)C=1.O=C[C@@H]([C@H]([C@@H]([C@@H](CO)O)O)O)O.[O:70]=[C:71]1[CH2:76][CH2:75][CH2:74][CH2:73][CH:72]1[C:77]([O:79][CH2:80][CH3:81])=[O:78].C(=O)([O-])[O-].[Na+].[Na+], predict the reaction product. The product is: [OH:70][CH:71]1[CH2:76][CH2:75][CH2:74][CH2:73][CH:72]1[C:77]([O:79][CH2:80][CH3:81])=[O:78]. (6) Given the reactants Cl.[CH:2]1([NH:5][C:6]2[C:9](=[O:10])[C:8](=[O:11])[C:7]=2[NH:12][C:13]2[CH:14]=[C:15]([C:19]3[CH:24]=[CH:23][C:22]([O:25][CH2:26][C@@H:27]([C:29]([O:31][CH3:32])=[O:30])[NH2:28])=[CH:21][CH:20]=3)[CH:16]=[CH:17][CH:18]=2)[CH2:4][CH2:3]1.Cl[C:34]([O:36][CH2:37][CH3:38])=[O:35].C(N(C(C)C)C(C)C)C.[NH4+].[Cl-], predict the reaction product. The product is: [CH:2]1([NH:5][C:6]2[C:9](=[O:10])[C:8](=[O:11])[C:7]=2[NH:12][C:13]2[CH:14]=[C:15]([C:19]3[CH:24]=[CH:23][C:22]([O:25][CH2:26][C@@H:27]([C:29]([O:31][CH3:32])=[O:30])[NH:28][C:34]([O:36][CH2:37][CH3:38])=[O:35])=[CH:21][CH:20]=3)[CH:16]=[CH:17][CH:18]=2)[CH2:4][CH2:3]1. (7) Given the reactants C(Cl)(=O)C(Cl)=O.CS(C)=O.[OH:11][CH2:12][C:13]1([CH2:26][CH2:27][O:28][Si:29]([C:32]([CH3:35])([CH3:34])[CH3:33])([CH3:31])[CH3:30])[CH2:18][CH2:17][N:16]([C:19]([O:21][C:22]([CH3:25])([CH3:24])[CH3:23])=[O:20])[CH2:15][CH2:14]1.C(N(CC)CC)C, predict the reaction product. The product is: [CH:12]([C:13]1([CH2:26][CH2:27][O:28][Si:29]([C:32]([CH3:35])([CH3:34])[CH3:33])([CH3:30])[CH3:31])[CH2:14][CH2:15][N:16]([C:19]([O:21][C:22]([CH3:24])([CH3:25])[CH3:23])=[O:20])[CH2:17][CH2:18]1)=[O:11].